This data is from Full USPTO retrosynthesis dataset with 1.9M reactions from patents (1976-2016). The task is: Predict the reactants needed to synthesize the given product. (1) Given the product [N+:2]([C:5]1[N:6]([CH2:10][CH2:11][NH:12][C:16](=[O:17])[C:15]2[CH:19]=[CH:20][CH:21]=[C:22]([I:23])[CH:14]=2)[CH:7]=[CH:8][N:9]=1)([O-:4])=[O:3], predict the reactants needed to synthesize it. The reactants are: Cl.[N+:2]([C:5]1[N:6]([CH2:10][CH2:11][NH2:12])[CH:7]=[CH:8][N:9]=1)([O-:4])=[O:3].O=[C:14]1[CH:22]([I:23])[CH2:21][C:20](=O)[CH2:19][C:15]1(N1C=CC=C1)[C:16]([O-])=[O:17]. (2) Given the product [CH3:18][O:17][C:15]([C:14]1[N:23]=[C:24]([NH2:26])[S:25][C:9]=1[C:6]1[CH:7]=[CH:8][C:3]([C:2]([F:12])([F:11])[F:1])=[CH:4][CH:5]=1)=[O:16], predict the reactants needed to synthesize it. The reactants are: [F:1][C:2]([F:12])([F:11])[C:3]1[CH:8]=[CH:7][C:6]([CH:9]=O)=[CH:5][CH:4]=1.Cl[CH:14](Cl)[C:15]([O:17][CH3:18])=[O:16].C[O-].[Na+].[NH2:23][C:24]([NH2:26])=[S:25].